This data is from Forward reaction prediction with 1.9M reactions from USPTO patents (1976-2016). The task is: Predict the product of the given reaction. Given the reactants [Cl:1][C:2]1[N:10]=[C:9]2[C:5]([NH:6][CH:7]=[N:8]2)=[C:4]([Cl:11])[N:3]=1.C(=O)([O-])[O-].[K+].[K+].[CH:18]1(I)[CH2:20][CH2:19]1, predict the reaction product. The product is: [CH:18]1([N:8]2[CH:7]=[N:6][C:5]3[C:9]2=[N:10][C:2]([Cl:1])=[N:3][C:4]=3[Cl:11])[CH2:20][CH2:19]1.